This data is from Forward reaction prediction with 1.9M reactions from USPTO patents (1976-2016). The task is: Predict the product of the given reaction. (1) Given the reactants [NH2:1][CH:2]([CH2:20][C:21]1[CH:26]=[CH:25][C:24]([O:27]C)=[C:23]([F:29])[CH:22]=1)[CH2:3][NH:4][C:5]1[S:6][C:7]([C:10]2[CH:19]=[CH:18][C:13]3[NH:14][C:15](=O)[O:16][C:12]=3[CH:11]=2)=[CH:8][N:9]=1.B(Br)(Br)Br, predict the reaction product. The product is: [NH2:1][CH:2]([CH2:20][C:21]1[CH:26]=[CH:25][C:24]([OH:27])=[C:23]([F:29])[CH:22]=1)[CH2:3][NH:4][C:5]1[S:6][C:7]([C:10]2[CH:19]=[CH:18][C:13]3[N:14]=[CH:15][O:16][C:12]=3[CH:11]=2)=[CH:8][N:9]=1. (2) Given the reactants [C:12]([O:11][C:9](O[C:9]([O:11][C:12]([CH3:15])([CH3:14])[CH3:13])=[O:10])=[O:10])([CH3:15])([CH3:14])[CH3:13].[CH2:16]([NH2:19])[CH2:17][NH2:18].CCOC(C)=O.CO, predict the reaction product. The product is: [NH2:18][CH2:17][CH2:16][NH:19][C:9](=[O:10])[O:11][C:12]([CH3:13])([CH3:14])[CH3:15].